Predict which catalyst facilitates the given reaction. From a dataset of Catalyst prediction with 721,799 reactions and 888 catalyst types from USPTO. The catalyst class is: 494. Product: [C:16]([C:18]1[CH:23]=[CH:22][C:21]([CH2:24][C:25]2[C:2]([OH:15])=[C:3]([C:32]([OH:35])=[O:34])[C:4]3[C:9](=[C:8]4[CH2:10][CH2:11][CH2:12][CH2:13][C:7]4=[CH:6][CH:5]=3)[N:1]=2)=[CH:20][CH:19]=1)#[N:17]. Reactant: [NH:1]1[C:9]2[C:4](=[CH:5][CH:6]=[C:7]3[CH2:13][CH2:12][CH2:11][CH2:10][C:8]3=2)[C:3](=O)[C:2]1=[O:15].[C:16]([C:18]1[CH:23]=[CH:22][C:21]([CH2:24][C:25](=O)COC(=O)C)=[CH:20][CH:19]=1)#[N:17].[C:32]([OH:35])(=[O:34])C.